The task is: Predict the reaction yield, written as a fraction of the theoretical maximum amount of product (1.0 means a 100% yield; for example, 0.34 means a 34% yield).. This data is from Reaction yield outcomes from USPTO patents with 853,638 reactions. (1) The reactants are [F:1][C@@H:2]1[CH2:7][C@H:6]2[C@H:8]3[C@H:18]([CH2:19][CH2:20][C@:4]2([CH3:5])[C:3]1=[O:22])[C@:16]1([CH3:17])[C@H:11]([CH2:12][C@H:13]([OH:21])[CH2:14][CH2:15]1)[CH2:10][CH2:9]3.CC(OI1(OC(C)=O)(OC(C)=O)OC(=O)C2C=CC=CC1=2)=O. The catalyst is ClCCl. The product is [F:1][C@@H:2]1[CH2:7][C@H:6]2[C@H:8]3[C@H:18]([CH2:19][CH2:20][C@:4]2([CH3:5])[C:3]1=[O:22])[C@:16]1([CH3:17])[C@H:11]([CH2:12][C:13](=[O:21])[CH2:14][CH2:15]1)[CH2:10][CH2:9]3. The yield is 0.780. (2) The reactants are [NH2:1][C:2]([C:4]1[CH:5]=[N:6][C:7]2[C:12]([C:13]=1[NH:14][C:15]1[CH:16]=[C:17]([CH:22]=[C:23]([I:25])[CH:24]=1)[C:18]([O:20]C)=[O:19])=[CH:11][CH:10]=[C:9]([C:26]1[C:27]([CH3:32])=[N:28][O:29][C:30]=1[CH3:31])[CH:8]=2)=[O:3].[OH-].[Na+]. The catalyst is CO.O.Cl. The product is [NH2:1][C:2]([C:4]1[CH:5]=[N:6][C:7]2[C:12]([C:13]=1[NH:14][C:15]1[CH:16]=[C:17]([CH:22]=[C:23]([I:25])[CH:24]=1)[C:18]([OH:20])=[O:19])=[CH:11][CH:10]=[C:9]([C:26]1[C:27]([CH3:32])=[N:28][O:29][C:30]=1[CH3:31])[CH:8]=2)=[O:3]. The yield is 0.750. (3) The yield is 0.750. The catalyst is C1COCC1. The reactants are [CH3:1][C:2]1([C:17]([O-:19])=[O:18])[CH2:6][CH2:5][N:4]([C:7]([O:9][CH2:10][C:11]2[CH:16]=[CH:15][CH:14]=[CH:13][CH:12]=2)=[O:8])[CH2:3]1.[CH3:20][Si]([N-][Si](C)(C)C)(C)C.[Li+].CI.[Cl-].[NH4+]. The product is [CH3:1][C:2]1([C:17]([O:19][CH3:20])=[O:18])[CH2:6][CH2:5][N:4]([C:7]([O:9][CH2:10][C:11]2[CH:16]=[CH:15][CH:14]=[CH:13][CH:12]=2)=[O:8])[CH2:3]1. (4) The reactants are [Cl:1][C:2]1[N:7]=[CH:6][C:5]([CH2:8][N:9]2[C:14]([CH3:15])=[CH:13][C:12](=O)[N:11]3[N:17]=[C:18]([S:20][CH3:21])[N:19]=[C:10]23)=[CH:4][CH:3]=1.COC1C=CC(P2(SP(C3C=CC(OC)=CC=3)(=S)S2)=[S:31])=CC=1. The catalyst is C1(C)C=CC=CC=1. The product is [Cl:1][C:2]1[N:7]=[CH:6][C:5]([CH2:8][N:9]2[C:14]([CH3:15])=[CH:13][C:12](=[S:31])[N:11]3[N:17]=[C:18]([S:20][CH3:21])[N:19]=[C:10]23)=[CH:4][CH:3]=1. The yield is 0.300. (5) The yield is 0.830. The product is [N+:27](=[C:9]([C:4]1[CH:5]=[CH:6][C:7]([Cl:8])=[C:2]([Cl:1])[CH:3]=1)[C:10]([O:12][CH3:13])=[O:11])=[N-:28]. The catalyst is C(#N)C. The reactants are [Cl:1][C:2]1[CH:3]=[C:4]([CH2:9][C:10]([O:12][CH3:13])=[O:11])[CH:5]=[CH:6][C:7]=1[Cl:8].CC(NC1C=CC(S([N:27]=[N+:28]=[N-])(=O)=O)=CC=1)=O.C1CCN2C(=NCCC2)CC1.[NH4+].[Cl-]. (6) The product is [C:1]([O:4][CH2:5][C:6]1[C:11]([C:12]2[CH:17]=[CH:16][N:15]=[C:14]3[NH:18][C:46]([C:45]4[CH:48]=[CH:49][C:42]([C:40]([N:34]5[CH2:39][CH2:38][O:37][CH2:36][CH2:35]5)=[O:41])=[CH:43][CH:44]=4)=[N:19][C:13]=23)=[CH:10][CH:9]=[CH:8][C:7]=1[N:20]1[CH2:29][CH2:28][C:27]2[C:22](=[CH:23][CH:24]=[C:25]([CH:30]3[CH2:32][CH2:31]3)[CH:26]=2)[C:21]1=[O:33])(=[O:3])[CH3:2]. The reactants are [C:1]([O:4][CH2:5][C:6]1[C:11]([C:12]2[CH:17]=[CH:16][N:15]=[C:14]([NH2:18])[C:13]=2[NH2:19])=[CH:10][CH:9]=[CH:8][C:7]=1[N:20]1[CH2:29][CH2:28][C:27]2[C:22](=[CH:23][CH:24]=[C:25]([CH:30]3[CH2:32][CH2:31]3)[CH:26]=2)[C:21]1=[O:33])(=[O:3])[CH3:2].[N:34]1([C:40]([C:42]2[CH:49]=[CH:48][C:45]([CH:46]=O)=[CH:44][CH:43]=2)=[O:41])[CH2:39][CH2:38][O:37][CH2:36][CH2:35]1.CN(C=O)C.O.C1(C)C=CC(S(O)(=O)=O)=CC=1. The yield is 0.340. No catalyst specified. (7) The reactants are [CH3:1][O:2][C:3]([C:5]1[N:6]([C:19]([O:21][C:22]([CH3:25])([CH3:24])[CH3:23])=[O:20])[C:7]2[C:12]([CH:13]=1)=[CH:11][C:10]([CH2:14]Br)=[CH:9][C:8]=2[N+:16]([O-:18])=[O:17])=[O:4].[C:26]1(=[O:36])[NH:30][C:29](=[O:31])[C:28]2=[CH:32][CH:33]=[CH:34][CH:35]=[C:27]12.[K].O. The catalyst is CN(C)C=O. The product is [CH3:1][O:2][C:3]([C:5]1[N:6]([C:19]([O:21][C:22]([CH3:25])([CH3:24])[CH3:23])=[O:20])[C:7]2[C:12]([CH:13]=1)=[CH:11][C:10]([CH2:14][N:30]1[C:26](=[O:36])[C:27]3[C:28](=[CH:32][CH:33]=[CH:34][CH:35]=3)[C:29]1=[O:31])=[CH:9][C:8]=2[N+:16]([O-:18])=[O:17])=[O:4]. The yield is 0.660. (8) The reactants are [NH2:1][C:2]1[N:7]=[CH:6][N:5]=[C:4]2[N:8]([C@H:11]3[C@@H:15]4[O:16][C:17]([CH3:20])([CH3:19])[O:18][C@@H:14]4[C@@H:13]([CH2:21][OH:22])[O:12]3)[N:9]=[CH:10][C:3]=12.[C:23](Cl)(=[O:30])[C:24]1[CH:29]=[CH:28][CH:27]=[CH:26][CH:25]=1. No catalyst specified. The product is [OH:22][CH2:21][C@@H:13]1[C@H:14]2[O:18][C:17]([CH3:19])([CH3:20])[O:16][C@H:15]2[C@H:11]([N:8]2[C:4]3=[N:5][CH:6]=[N:7][C:2]([NH:1][C:23](=[O:30])[C:24]4[CH:29]=[CH:28][CH:27]=[CH:26][CH:25]=4)=[C:3]3[CH:10]=[N:9]2)[O:12]1. The yield is 0.490. (9) The reactants are [Cl:1][C:2]1[N:3]([C:11]2[CH:16]=[CH:15][C:14]([O:17][CH2:18][CH2:19][CH2:20]Cl)=[CH:13][CH:12]=2)[N:4]=[C:5]2[C:10]=1[CH:9]=[CH:8][CH:7]=[CH:6]2.[NH:22]1[CH2:32][CH2:31][CH:25]([C:26]([O:28][CH2:29]C)=[O:27])[CH2:24][CH2:23]1. No catalyst specified. The product is [Cl:1][C:2]1[N:3]([C:11]2[CH:16]=[CH:15][C:14]([O:17][CH2:18][CH2:19][CH2:20][N:22]3[CH2:32][CH2:31][CH:25]([C:26]([O:28][CH3:29])=[O:27])[CH2:24][CH2:23]3)=[CH:13][CH:12]=2)[N:4]=[C:5]2[C:10]=1[CH:9]=[CH:8][CH:7]=[CH:6]2. The yield is 0.750.